Dataset: Experimentally validated miRNA-target interactions with 360,000+ pairs, plus equal number of negative samples. Task: Binary Classification. Given a miRNA mature sequence and a target amino acid sequence, predict their likelihood of interaction. (1) The miRNA is hsa-miR-4279 with sequence CUCUCCUCCCGGCUUC. The protein sequence of the target gene is MATTGALGNYYVDSFLLGADAADELGAGRYAPGTLGQPPRQAAALAEHPDFSPCSFQSKAAVFGASWNPVHAAGANAVPAAVYHHHHHPYVHPQAPVAAAAPDGRYMRSWLEPTPGALSFAGLPSSRPYGIKPEPLSARRGDCPTLDTHTLSLTDYACGSPPVDREKQPSEGAFSENNAENESGGDKPPIDPNNPAANWLHARSTRKKRCPYTKHQTLELEKEFLFNMYLTRDRRYEVARLLNLTERQVKIWFQNRRMKMKKINKDRAKDE. Result: 0 (no interaction). (2) The miRNA is mmu-miR-24-3p with sequence UGGCUCAGUUCAGCAGGAACAG. The protein sequence of the target gene is MYIKMATLANGQADNASLSTNGLGSSPGSAGHMNGLSHSPGNPSTIPMKDHDAIKLFIGQIPRNLDEKDLKPLFEEFGKIYELTVLKDRFTGMHKGCAFLTYCERESALKAQSALHEQKTLPGMNRPIQVKPADSESRGGSSCLRQPPSQDRKLFVGMLNKQQSEDDVRRLFEAFGNIEECTILRGPDGNSKGCAFVKYSSHAEAQAAINALHGSQTMPGASSSLVVKFADTDKERTMRRMQQMAGQMGMFNPMAIPFGAYGAYAQALMQQQAALMASVAQGGYLNPMAAFAAAQMQQMA.... Result: 1 (interaction). (3) The miRNA is hsa-miR-6785-5p with sequence UGGGAGGGCGUGGAUGAUGGUG. The protein sequence of the target gene is MNQTAGASNNVRCPPGKGHKELVGSNPPQRNWKGIAIALLVILVICSLIVTSVILLTPAEDTSLSQKKKVTVEDLFSEDFKIHDPEAKWISNKEFIYRERKGSVILRNVETNNSTVLIEGKKIESLRAIRYEISPDKEYVLFSYNVEPVYQHSHTGYYVLSKIPHGDPQSLDPPEVSNAKLQYAGWGPKGQQLIFIFENNIYYCAHVGKQAIRVVSTGKEGVIYNGLSDWLYEEEILKSHIAHWWSPDGTRLAYATINDSRVPLMELPTYTGSVYPTVKPYHYPKAGSENPSISLHVIGL.... Result: 0 (no interaction).